Predict the reactants needed to synthesize the given product. From a dataset of Full USPTO retrosynthesis dataset with 1.9M reactions from patents (1976-2016). (1) Given the product [Cl:20][C:16]1[CH:17]=[C:18]([F:19])[C:2]2[NH:1][C:28](=[O:29])[O:14][C:4]([C:9]#[C:10][CH:11]3[CH2:13][CH2:12]3)([C:5]([F:6])([F:7])[F:8])[C:3]=2[CH:15]=1, predict the reactants needed to synthesize it. The reactants are: [NH2:1][C:2]1[C:18]([F:19])=[CH:17][C:16]([Cl:20])=[CH:15][C:3]=1[C:4]([OH:14])([C:9]#[C:10][CH:11]1[CH2:13][CH2:12]1)[C:5]([F:8])([F:7])[F:6].C(N(CC)CC)C.[C:28](Cl)(Cl)=[O:29]. (2) Given the product [C:1]1([Si:7]([O:12][CH3:13])([O:8][CH3:9])[O:10][CH2:11][C:15]2[CH:20]=[CH:19][CH:18]=[CH:17][CH:16]=2)[CH:2]=[CH:3][CH:4]=[CH:5][CH:6]=1, predict the reactants needed to synthesize it. The reactants are: [C:1]1([Si:7]([O:12][CH3:13])([O:10][CH3:11])[O:8][CH3:9])[CH:6]=[CH:5][CH:4]=[CH:3][CH:2]=1.C(O)[C:15]1[CH:20]=[CH:19][CH:18]=[CH:17][CH:16]=1. (3) Given the product [P:6]([O:13][C:14]1[CH:19]=[CH:18][C:17]([CH2:20][C:21]([O:23][C@H:24]2[CH2:28][C@H:27]([NH:29][C:30]3[C:35]([C:36]([C:38]4[S:39][C:40]([CH3:54])=[C:41]([C@H:43]5[C:52]6[C:47](=[CH:48][CH:49]=[C:50]([Cl:53])[CH:51]=6)[CH2:46][CH2:45][O:44]5)[CH:42]=4)=[O:37])=[CH:34][N:33]=[CH:32][N:31]=3)[CH2:26][C@@H:25]2[CH2:55][O:56][S:62](=[O:65])(=[O:64])[NH2:63])=[O:22])=[CH:16][CH:15]=1)([OH:8])([OH:5])=[O:7], predict the reactants needed to synthesize it. The reactants are: C([O:5][P:6]([O:13][C:14]1[CH:19]=[CH:18][C:17]([CH2:20][C:21]([O:23][C@H:24]2[CH2:28][C@H:27]([NH:29][C:30]3[C:35]([C:36]([C:38]4[S:39][C:40]([CH3:54])=[C:41]([C@H:43]5[C:52]6[C:47](=[CH:48][CH:49]=[C:50]([Cl:53])[CH:51]=6)[CH2:46][CH2:45][O:44]5)[CH:42]=4)=[O:37])=[CH:34][N:33]=[CH:32][N:31]=3)[CH2:26][C@@H:25]2[CH2:55][OH:56])=[O:22])=[CH:16][CH:15]=1)([O:8]C(C)(C)C)=[O:7])(C)(C)C.CN(C=O)C.[S:62](Cl)(=[O:65])(=[O:64])[NH2:63].C(O)(C(F)(F)F)=O. (4) Given the product [Cl:22][C:7]1[CH:6]=[C:4]([NH:5][CH2:29][C:30]([O:32][CH2:33][CH3:34])=[O:31])[CH:3]=[C:2]([Cl:1])[C:8]=1[O:9][C:10]1[CH:11]=[C:12]2[C:16](=[CH:17][CH:18]=1)[NH:15][CH:14]=[C:13]2[CH:19]([CH3:20])[CH3:21], predict the reactants needed to synthesize it. The reactants are: [Cl:1][C:2]1[CH:3]=[C:4]([CH:6]=[C:7]([Cl:22])[C:8]=1[O:9][C:10]1[CH:11]=[C:12]2[C:16](=[CH:17][CH:18]=1)[NH:15][CH:14]=[C:13]2[CH:19]([CH3:21])[CH3:20])[NH2:5].C([O-])(=O)C.[Na+].Br[CH2:29][C:30]([O:32][CH2:33][CH3:34])=[O:31]. (5) Given the product [ClH:38].[CH:1]1([C:4]2[CH:8]=[C:7]([CH:9]3[CH2:10][CH2:11]3)[N:6]([C:12]3[CH:13]=[CH:14][C:15]([NH:18][C:19](=[O:27])[CH2:20][C:21]4[CH:26]=[CH:25][N:24]=[CH:23][CH:22]=4)=[CH:16][CH:17]=3)[N:5]=2)[CH2:3][CH2:2]1, predict the reactants needed to synthesize it. The reactants are: [CH:1]1([C:4]2[CH:8]=[C:7]([CH:9]3[CH2:11][CH2:10]3)[N:6]([C:12]3[CH:17]=[CH:16][C:15]([NH:18][C:19](=[O:27])[CH2:20][C:21]4[CH:26]=[CH:25][N:24]=[CH:23][CH:22]=4)=[CH:14][CH:13]=3)[N:5]=2)[CH2:3][CH2:2]1.N1C=CC(CC(O)=O)=CC=1.[ClH:38]. (6) Given the product [Cl:6][C:7]1[CH:12]=[CH:11][C:10]([C:13]2[NH:14][C:15]3[N:16]([N:20]=[C:21]([CH2:31][CH3:32])[C:22]=3[C:23]3[O:24][N:28]=[C:26]([CH3:27])[N:25]=3)[C:17](=[O:19])[CH:18]=2)=[CH:9][C:8]=1[O:33][CH3:34], predict the reactants needed to synthesize it. The reactants are: NO.Cl.[OH-].[Na+].[Cl:6][C:7]1[CH:12]=[CH:11][C:10]([C:13]2[NH:14][C:15]3[N:16]([N:20]=[C:21]([CH2:31][CH3:32])[C:22]=3[C:23](/[N:25]=[C:26](/[N:28](C)C)\[CH3:27])=[O:24])[C:17](=[O:19])[CH:18]=2)=[CH:9][C:8]=1[O:33][CH3:34]. (7) The reactants are: [CH3:1][C:2]1[CH:9]=[CH:8][C:5]([C:6]#[N:7])=[CH:4][CH:3]=1.[N+:10]([O-])([OH:12])=[O:11]. Given the product [CH3:1][C:2]1[CH:9]=[CH:8][C:5]([C:6]#[N:7])=[CH:4][C:3]=1[N+:10]([O-:12])=[O:11], predict the reactants needed to synthesize it. (8) Given the product [O:38]1[CH:39]=[CH:40][CH:41]=[C:37]1[C:35]([C:34]1[CH:8]([C:7]2[CH:10]=[CH:11][C:4]([C:1]([OH:3])=[O:2])=[CH:5][CH:6]=2)[N:12]([C:13]2[S:14][C:15]([S:18]([C:21]3[CH:22]=[CH:23][C:24]([N+:27]([O-:29])=[O:28])=[CH:25][CH:26]=3)(=[O:19])=[O:20])=[CH:16][N:17]=2)[C:32](=[O:31])[C:33]=1[OH:42])=[O:36], predict the reactants needed to synthesize it. The reactants are: [C:1]([C:4]1[CH:11]=[CH:10][C:7]([CH:8]=O)=[CH:6][CH:5]=1)([OH:3])=[O:2].[NH2:12][C:13]1[S:14][C:15]([S:18]([C:21]2[CH:26]=[CH:25][C:24]([N+:27]([O-:29])=[O:28])=[CH:23][CH:22]=2)(=[O:20])=[O:19])=[CH:16][N:17]=1.C[O:31][C:32](=O)[C:33](=[O:42])[CH2:34][C:35]([C:37]1[O:38][CH:39]=[CH:40][CH:41]=1)=[O:36]. (9) Given the product [CH2:1]([O:3][C:4](=[O:19])[CH:5]([N:6]1[CH:11]=[CH:10][CH:9]=[C:8]([NH2:12])[C:7]1=[O:15])[O:16][CH2:17][CH3:18])[CH3:2], predict the reactants needed to synthesize it. The reactants are: [CH2:1]([O:3][C:4](=[O:19])[CH:5]([O:16][CH2:17][CH3:18])[N:6]1[CH:11]=[CH:10][CH:9]=[C:8]([N+:12]([O-])=O)[C:7]1=[O:15])[CH3:2]. (10) Given the product [CH3:1][C:2]1[NH:3][C:4]2[C:9]([CH:10]=1)=[CH:8][C:7]([C:11]1[CH:16]=[CH:15][CH:14]=[CH:13][CH:12]=1)=[CH:6][C:5]=2[C:17]([NH2:32])=[O:19], predict the reactants needed to synthesize it. The reactants are: [CH3:1][C:2]1[N:3](C(OC(C)(C)C)=O)[C:4]2[C:9]([CH:10]=1)=[CH:8][C:7]([C:11]1[CH:16]=[CH:15][CH:14]=[CH:13][CH:12]=1)=[CH:6][C:5]=2[C:17]([O:19]C(C)(C)C)=O.C[N:32](C(ON1N=NC2C=CC=NC1=2)=[N+](C)C)C.F[P-](F)(F)(F)(F)F.[Cl-].[NH4+].C(N(C(C)C)CC)(C)C.